From a dataset of Forward reaction prediction with 1.9M reactions from USPTO patents (1976-2016). Predict the product of the given reaction. (1) Given the reactants [CH3:1][CH:2]=[CH:3][CH2:4][CH3:5], predict the reaction product. The product is: [CH2:1]=[CH:2][CH2:3][CH2:4][CH2:5][CH2:1][CH2:2][CH2:3][CH2:4][CH3:5]. (2) Given the reactants [CH2:1]([O:3][C:4](=[O:32])[CH2:5][C:6]([N:8]([CH2:28][CH:29]([CH3:31])[CH3:30])[C:9]1[C:10]([C:23](OCC)=[O:24])=[N:11][CH:12]=[C:13]([CH2:15][C:16]2[CH:21]=[CH:20][C:19]([F:22])=[CH:18][CH:17]=2)[CH:14]=1)=[O:7])[CH3:2].[O-]CC.[Na+], predict the reaction product. The product is: [F:22][C:19]1[CH:20]=[CH:21][C:16]([CH2:15][C:13]2[CH:14]=[C:9]3[C:10]([C:23]([OH:24])=[C:5]([C:4]([O:3][CH2:1][CH3:2])=[O:32])[C:6](=[O:7])[N:8]3[CH2:28][CH:29]([CH3:31])[CH3:30])=[N:11][CH:12]=2)=[CH:17][CH:18]=1. (3) Given the reactants I[C:2]1[CH:12]=[CH:11][C:5]([C:6]([O:8][CH2:9][CH3:10])=[O:7])=[CH:4][CH:3]=1.[CH3:13][C:14]1([CH3:20])[CH2:18][NH:17][C:16](=[O:19])[CH2:15]1, predict the reaction product. The product is: [CH3:13][C:14]1([CH3:20])[CH2:18][N:17]([C:2]2[CH:12]=[CH:11][C:5]([C:6]([O:8][CH2:9][CH3:10])=[O:7])=[CH:4][CH:3]=2)[C:16](=[O:19])[CH2:15]1. (4) Given the reactants [C:12]([O:11][C:9](O[C:9]([O:11][C:12]([CH3:15])([CH3:14])[CH3:13])=[O:10])=[O:10])([CH3:15])([CH3:14])[CH3:13].[C:16](#[N:18])[CH3:17], predict the reaction product. The product is: [O:11]=[C:12]1[N:18]([C:9]([O:11][C:12]([CH3:13])([CH3:14])[CH3:15])=[O:10])[C@H:16]([C:9]([O:11][CH2:12][CH3:13])=[O:10])[CH2:17][CH2:13]1. (5) Given the reactants Cl[C:2]1[N:7]=[C:6]([C:8]2[N:12]3[CH:13]=[CH:14][CH:15]=[CH:16][C:11]3=[N:10][C:9]=2[C:17]2[CH:18]=[C:19]([CH:31]=[CH:32][CH:33]=2)[C:20]([NH:22][C:23]2[C:28]([F:29])=[CH:27][CH:26]=[CH:25][C:24]=2[F:30])=[O:21])[CH:5]=[CH:4][N:3]=1.[CH3:34][C:35]1[C:36]([N:45]2[CH2:50][CH2:49][N:48]([CH2:51][CH2:52][S:53]([CH3:56])(=[O:55])=[O:54])[CH2:47][CH2:46]2)=[CH:37][C:38]([O:42][CH2:43][CH3:44])=[C:39]([NH2:41])[CH:40]=1.C1(C)C=CC(S(O)(=O)=O)=CC=1, predict the reaction product. The product is: [F:30][C:24]1[CH:25]=[CH:26][CH:27]=[C:28]([F:29])[C:23]=1[NH:22][C:20](=[O:21])[C:19]1[CH:31]=[CH:32][CH:33]=[C:17]([C:9]2[N:10]=[C:11]3[CH:16]=[CH:15][CH:14]=[CH:13][N:12]3[C:8]=2[C:6]2[CH:5]=[CH:4][N:3]=[C:2]([NH:41][C:39]3[CH:40]=[C:35]([CH3:34])[C:36]([N:45]4[CH2:50][CH2:49][N:48]([CH2:51][CH2:52][S:53]([CH3:56])(=[O:55])=[O:54])[CH2:47][CH2:46]4)=[CH:37][C:38]=3[O:42][CH2:43][CH3:44])[N:7]=2)[CH:18]=1. (6) Given the reactants [C:1]1(=[O:11])[C:10]2[C:5](=[CH:6][CH:7]=[CH:8][CH:9]=2)[CH:4]=[CH:3][NH:2]1.C1C(=O)N([Br:19])C(=O)C1, predict the reaction product. The product is: [Br:19][C:4]1[C:5]2[C:10](=[CH:9][CH:8]=[CH:7][CH:6]=2)[C:1](=[O:11])[NH:2][CH:3]=1. (7) Given the reactants C(OC(=O)[NH:7][C@H:8]([C:16](=[O:56])[NH:17][C@H:18]([C:23]([N:25]1[C@H:36]([C:37](=[O:55])[NH:38][C@:39]2([C:44]([NH:46][S:47]([N:50]3[CH2:54][CH2:53][CH2:52][CH2:51]3)(=[O:49])=[O:48])=[O:45])[CH2:41][C@H:40]2[CH:42]=[CH2:43])[CH2:35][C@:27]2([C:32]([CH3:34])([CH3:33])[C:28]32[CH2:31][CH2:30][CH2:29]3)[CH2:26]1)=[O:24])[C:19]([CH3:22])([CH3:21])[CH3:20])[C:9]1([CH3:15])[CH2:14][CH2:13][CH2:12][CH2:11][CH2:10]1)(C)(C)C.Cl, predict the reaction product. The product is: [N:50]1([S:47]([NH:46][C:44]([C@@:39]2([NH:38][C:37]([C@@H:36]3[CH2:35][C@:27]4([C:32]([CH3:33])([CH3:34])[C:28]54[CH2:31][CH2:30][CH2:29]5)[CH2:26][N:25]3[C:23](=[O:24])[C@@H:18]([NH:17][C:16](=[O:56])[C@@H:8]([NH2:7])[C:9]3([CH3:15])[CH2:14][CH2:13][CH2:12][CH2:11][CH2:10]3)[C:19]([CH3:22])([CH3:21])[CH3:20])=[O:55])[CH2:41][C@H:40]2[CH:42]=[CH2:43])=[O:45])(=[O:49])=[O:48])[CH2:54][CH2:53][CH2:52][CH2:51]1.